From a dataset of Full USPTO retrosynthesis dataset with 1.9M reactions from patents (1976-2016). Predict the reactants needed to synthesize the given product. (1) Given the product [CH3:1][O:2][C:3]([C:5]1[S:6][CH:7]=[CH:8][CH:9]=1)=[O:4], predict the reactants needed to synthesize it. The reactants are: [CH3:1][O:2][C:3]([C:5]1[S:6][C:7](Br)=[CH:8][C:9]=1N(C(CO)CO)C([C@H]1CC[C@H](C)CC1)=O)=[O:4].C=O.C([O-])(O)=O.[Na+]. (2) Given the product [CH2:13]([O:12][C:9]1([C:6]2[CH:7]=[CH:8][C:3]([C:1]#[C:2][C:29]3[CH:30]=[CH:31][C:26]([C:25]([O:24][CH2:22][CH3:23])=[O:33])=[CH:27][CH:28]=3)=[CH:4][C:5]=2[CH2:20][CH3:21])[CH2:11][CH2:10]1)[C:14]1[CH:15]=[CH:16][CH:17]=[CH:18][CH:19]=1, predict the reactants needed to synthesize it. The reactants are: [C:1]([C:3]1[CH:8]=[CH:7][C:6]([C:9]2([O:12][CH2:13][C:14]3[CH:19]=[CH:18][CH:17]=[CH:16][CH:15]=3)[CH2:11][CH2:10]2)=[C:5]([CH2:20][CH3:21])[CH:4]=1)#[CH:2].[CH2:22]([O:24][C:25](=[O:33])[C:26]1[CH:31]=[CH:30][C:29](I)=[CH:28][CH:27]=1)[CH3:23]. (3) Given the product [CH3:13][N:14]([CH3:16])/[CH:15]=[CH:11]/[C:10]([C:7]1[CH:6]=[CH:5][C:4]([N+:1]([O-:3])=[O:2])=[CH:9][CH:8]=1)=[O:12], predict the reactants needed to synthesize it. The reactants are: [N+:1]([C:4]1[CH:9]=[CH:8][C:7]([C:10](=[O:12])[CH3:11])=[CH:6][CH:5]=1)([O-:3])=[O:2].[CH3:13][N:14]([CH:16](OC)OC)[CH3:15].